Predict the reaction yield, written as a fraction of the theoretical maximum amount of product (1.0 means a 100% yield; for example, 0.34 means a 34% yield). From a dataset of Reaction yield outcomes from USPTO patents with 853,638 reactions. (1) The reactants are Cl[C:2]1[N:7]=[C:6]([C:8]([O:10]C)=[O:9])[CH:5]=[CH:4][C:3]=1[O:12][CH:13]([CH3:15])[CH3:14].[CH3:16][O-:17].[Na+].O. The catalyst is O1CCOCC1.CO.Cl. The product is [CH:13]([O:12][C:3]1[CH:4]=[CH:5][C:6]([C:8]([OH:10])=[O:9])=[N:7][C:2]=1[O:17][CH3:16])([CH3:15])[CH3:14]. The yield is 0.980. (2) The reactants are [OH:1][CH2:2][C@@H:3]1[CH2:5][C@H:4]1[CH2:6][C:7]([OH:9])=[O:8].[CH2:10](Br)[C:11]1[CH:16]=[CH:15][CH:14]=[CH:13][CH:12]=1.C(=O)([O-])[O-].[K+].[K+].CN(C=O)C. The catalyst is O. The product is [OH:1][CH2:2][C@@H:3]1[CH2:5][C@H:4]1[CH2:6][C:7]([O:9][CH2:10][C:11]1[CH:16]=[CH:15][CH:14]=[CH:13][CH:12]=1)=[O:8]. The yield is 0.520. (3) The product is [CH2:17]([C:8]1[CH:9]=[C:10]([CH2:13][CH2:14][C:15]#[N:16])[CH:11]=[CH:12][C:7]=1[C:28]1[CH:29]=[CH:30][C:25]([O:24][CH3:23])=[C:26]([CH2:40][C:41]2[C:50]3[C:45](=[CH:46][CH:47]=[CH:48][CH:49]=3)[CH:44]=[CH:43][CH:42]=2)[CH:27]=1)[CH:18]([CH3:20])[CH3:19]. The yield is 0.878. The reactants are FC(F)(F)S(O[C:7]1[CH:12]=[CH:11][C:10]([CH2:13][CH2:14][C:15]#[N:16])=[CH:9][C:8]=1[CH2:17][CH:18]([CH3:20])[CH3:19])(=O)=O.[CH3:23][O:24][C:25]1[CH:30]=[CH:29][C:28](B2OC(C)(C)C(C)(C)O2)=[CH:27][C:26]=1[CH2:40][C:41]1[C:50]2[C:45](=[CH:46][CH:47]=[CH:48][CH:49]=2)[CH:44]=[CH:43][CH:42]=1.C([O-])([O-])=O.[Na+].[Na+]. The catalyst is COCCOC.CCO.C1C=CC([P]([Pd]([P](C2C=CC=CC=2)(C2C=CC=CC=2)C2C=CC=CC=2)([P](C2C=CC=CC=2)(C2C=CC=CC=2)C2C=CC=CC=2)[P](C2C=CC=CC=2)(C2C=CC=CC=2)C2C=CC=CC=2)(C2C=CC=CC=2)C2C=CC=CC=2)=CC=1. (4) The reactants are [F:1][C:2]([F:19])([F:18])[CH2:3][CH2:4][CH2:5][O:6][C:7]1[CH:17]=[CH:16][C:10]([C:11]([O:13]CC)=[O:12])=[CH:9][CH:8]=1.[Li+].[OH-].CCO. The catalyst is C1COCC1.O. The product is [F:1][C:2]([F:18])([F:19])[CH2:3][CH2:4][CH2:5][O:6][C:7]1[CH:17]=[CH:16][C:10]([C:11]([OH:13])=[O:12])=[CH:9][CH:8]=1. The yield is 0.950. (5) The reactants are [O:1]1CC(O)O[CH2:3][CH:2]1O.[CH3:9][NH2:10].[N+:11]([CH:13](S(C1C=CC(C)=CC=1)(=O)=O)[C:14]1[CH:19]=[CH:18][CH:17]=[CH:16][C:15]=1[O:20][CH3:21])#[C-:12]. The catalyst is C1COCC1.CN(C=O)C. The product is [CH3:21][O:20][C:15]1[CH:16]=[CH:17][CH:18]=[CH:19][C:14]=1[C:13]1[N:11]=[CH:12][N:10]([CH3:9])[C:3]=1[CH2:2][OH:1]. The yield is 0.386.